From a dataset of Forward reaction prediction with 1.9M reactions from USPTO patents (1976-2016). Predict the product of the given reaction. (1) The product is: [OH:12][C@H:4]1[CH2:8][C@@H:7]([CH3:24])[N:6]([C:14]2[CH:21]=[CH:20][C:17]([C:18]#[N:19])=[C:16]([O:22][CH3:23])[CH:15]=2)[C@H:5]1[CH3:9]. Given the reactants C1([C@:4]2([OH:12])[CH2:8][CH2:7][NH:6][C@H:5]2[CH:9](C)C)CC1.F[C:14]1[CH:21]=[CH:20][C:17]([C:18]#[N:19])=[C:16]([O:22][CH3:23])[CH:15]=1.[C:24](=O)([O-])[O-].[Li+].[Li+], predict the reaction product. (2) Given the reactants Br[CH2:2][CH2:3][CH:4]([C:9]1[S:10][C:11]2[CH:18]=[C:17]([C:19]([F:22])([F:21])[F:20])[CH:16]=[CH:15][C:12]=2[C:13]=1[CH3:14])[O:5][CH2:6][CH2:7][CH3:8].C(=O)([O-])[O-].[Cs+].[Cs+].[SH:29][C:30]1[CH:35]=[CH:34][C:33]([O:36][CH2:37][C:38]([O:40][CH2:41][CH3:42])=[O:39])=[C:32]([CH3:43])[CH:31]=1, predict the reaction product. The product is: [CH3:43][C:32]1[CH:31]=[C:30]([S:29][CH2:2][CH2:3][CH:4]([C:9]2[S:10][C:11]3[CH:18]=[C:17]([C:19]([F:22])([F:21])[F:20])[CH:16]=[CH:15][C:12]=3[C:13]=2[CH3:14])[O:5][CH2:6][CH2:7][CH3:8])[CH:35]=[CH:34][C:33]=1[O:36][CH2:37][C:38]([O:40][CH2:41][CH3:42])=[O:39]. (3) Given the reactants Br[C:2]1[CH:7]=[CH:6][C:5]([OH:8])=[CH:4][CH:3]=1.[F:9][C:10]1[CH:18]=[C:17]2[C:13]([CH:14]=[N:15][NH:16]2)=[CH:12][CH:11]=1.[O-]P([O-])([O-])=O.[K+].[K+].[K+].CNCCNC, predict the reaction product. The product is: [F:9][C:10]1[CH:11]=[CH:12][C:13]2[C:17]([CH:18]=1)=[N:16][N:15]([C:2]1[CH:7]=[CH:6][C:5]([OH:8])=[CH:4][CH:3]=1)[CH:14]=2. (4) Given the reactants [CH3:1][N:2]1[CH:6]=[C:5]([C:7]2[CH:12]=[C:11]([C:13]#[N:14])[CH:10]=[CH:9][N:8]=2)[N:4]=[CH:3]1.C1C(=O)N([Br:22])C(=O)C1, predict the reaction product. The product is: [Br:22][C:6]1[N:2]([CH3:1])[CH:3]=[N:4][C:5]=1[C:7]1[CH:12]=[C:11]([C:13]#[N:14])[CH:10]=[CH:9][N:8]=1.